This data is from Forward reaction prediction with 1.9M reactions from USPTO patents (1976-2016). The task is: Predict the product of the given reaction. The product is: [Br:5][C:6]1[C:13]([F:14])=[CH:12][C:11]([N+:1]([O-:4])=[O:2])=[C:8]([CH:7]=1)[CH:9]=[O:10]. Given the reactants [N+:1]([O-:4])(O)=[O:2].[Br:5][C:6]1[CH:7]=[C:8]([CH:11]=[CH:12][C:13]=1[F:14])[CH:9]=[O:10], predict the reaction product.